From a dataset of Full USPTO retrosynthesis dataset with 1.9M reactions from patents (1976-2016). Predict the reactants needed to synthesize the given product. (1) Given the product [CH3:32][O:33][C:34]1[CH:39]=[CH:38][C:37]([CH2:40][N:46]2[C:42](=[O:48])[CH:43]=[CH:44][C:45]2=[O:47])=[CH:36][CH:35]=1, predict the reactants needed to synthesize it. The reactants are: C1C=CC(P(C2C=CC=CC=2)C2C=CC=CC=2)=CC=1.CCOC(/N=N/C(OCC)=O)=O.[CH3:32][O:33][C:34]1[CH:35]=[CH:36][C:37]([CH2:40]O)=[CH:38][CH:39]=1.[C:42]1(=[O:48])[NH:46][C:45](=[O:47])[CH:44]=[CH:43]1. (2) Given the product [OH:17][C@H:16]1[C@H:15]([CH3:28])[O:14][C:13](=[O:29])[C@@H:12]([N:30]([CH2:38][O:39][CH3:40])[C:31](=[O:37])[O:32][C:33]([CH3:36])([CH3:34])[CH3:35])[CH2:11][CH2:10][CH2:9][C@@H:8]1[CH2:7][C:6]1[CH:41]=[CH:42][C:3]([O:2][CH3:1])=[CH:4][CH:5]=1, predict the reactants needed to synthesize it. The reactants are: [CH3:1][O:2][C:3]1[CH:42]=[CH:41][C:6]([CH2:7][C@@H:8]2[C@@H:16]([O:17][Si](C(C)C)(C(C)C)C(C)C)[C@H:15]([CH3:28])[O:14][C:13](=[O:29])[C@@H:12]([N:30]([CH2:38][O:39][CH3:40])[C:31](=[O:37])[O:32][C:33]([CH3:36])([CH3:35])[CH3:34])[CH2:11][CH2:10][CH2:9]2)=[CH:5][CH:4]=1.CCCC[N+](CCCC)(CCCC)CCCC.[F-]. (3) The reactants are: [Cl:1][C:2]1[CH:3]=[C:4]([C@@H:8]2[C@@H:13]([C:14]3[CH:19]=[CH:18][C:17]([Cl:20])=[CH:16][CH:15]=3)[N:12]([C@@H:21]([CH2:26][CH3:27])[C@@H:22]([O:24][CH3:25])[CH3:23])[C:11](=[O:28])[C@:10]([CH2:30][C:31]([O:33]C)=[O:32])([CH3:29])[CH2:9]2)[CH:5]=[CH:6][CH:7]=1.[OH-].[Li+]. Given the product [Cl:1][C:2]1[CH:3]=[C:4]([C@@H:8]2[C@@H:13]([C:14]3[CH:19]=[CH:18][C:17]([Cl:20])=[CH:16][CH:15]=3)[N:12]([C@@H:21]([CH2:26][CH3:27])[C@@H:22]([O:24][CH3:25])[CH3:23])[C:11](=[O:28])[C@:10]([CH2:30][C:31]([OH:33])=[O:32])([CH3:29])[CH2:9]2)[CH:5]=[CH:6][CH:7]=1, predict the reactants needed to synthesize it. (4) Given the product [O:3]1[C:7]2[CH:8]=[CH:9][CH:10]=[CH:11][C:6]=2[N:5]=[C:4]1[C:12]1[C:13]([NH2:30])=[N:14][CH:15]=[C:16]([C:18]2[C:19]([CH3:29])=[N:20][N:21]([CH:23]3[CH2:24][CH2:25][N:26]([CH3:1])[CH2:27][CH2:28]3)[CH:22]=2)[CH:17]=1, predict the reactants needed to synthesize it. The reactants are: [CH2:1]=O.[O:3]1[C:7]2[CH:8]=[CH:9][CH:10]=[CH:11][C:6]=2[N:5]=[C:4]1[C:12]1[C:13]([NH2:30])=[N:14][CH:15]=[C:16]([C:18]2[C:19]([CH3:29])=[N:20][N:21]([CH:23]3[CH2:28][CH2:27][NH:26][CH2:25][CH2:24]3)[CH:22]=2)[CH:17]=1.[Na].N. (5) Given the product [Cl:1][C:2]1[C:3]([C:11]([CH:13]2[CH2:14][CH2:15][CH2:16][CH2:17][CH2:18]2)=[O:12])=[C:4]2[CH:10]=[CH:9][NH:8][C:5]2=[N:6][CH:7]=1, predict the reactants needed to synthesize it. The reactants are: [Cl:1][C:2]1[C:3]([CH:11]([CH:13]2[CH2:18][CH2:17][CH2:16][CH2:15][CH2:14]2)[OH:12])=[C:4]2[CH:10]=[CH:9][NH:8][C:5]2=[N:6][CH:7]=1.CC(OI1(OC(C)=O)(OC(C)=O)OC(=O)C2C=CC=CC1=2)=O. (6) Given the product [Br:1][C:2]1[CH:7]=[CH:6][C:5]([NH:8][C:21]([CH:18]2[CH2:20][CH2:19]2)=[O:22])=[CH:4][CH:3]=1, predict the reactants needed to synthesize it. The reactants are: [Br:1][C:2]1[CH:7]=[CH:6][C:5]([NH2:8])=[CH:4][CH:3]=1.CCN(C(C)C)C(C)C.[CH:18]1([C:21](Cl)=[O:22])[CH2:20][CH2:19]1.